Dataset: Full USPTO retrosynthesis dataset with 1.9M reactions from patents (1976-2016). Task: Predict the reactants needed to synthesize the given product. (1) Given the product [Cl:1][C:2]1[C:3]2[N:4]([C:10]([C@@H:12]3[O:17][CH2:16][C@H:15]4[CH2:18][CH2:19][C:20](=[O:21])[N:14]4[CH2:13]3)=[N:9][CH:8]=2)[CH:5]=[CH:6][N:7]=1, predict the reactants needed to synthesize it. The reactants are: [Cl:1][C:2]1[C:3]([CH2:8][NH:9][C:10]([C@@H:12]2[O:17][CH2:16][C@H:15]3[CH2:18][CH2:19][C:20](=[O:21])[N:14]3[CH2:13]2)=O)=[N:4][CH:5]=[CH:6][N:7]=1.P(Cl)(Cl)(Cl)(Cl)Cl.C([O-])(O)=O.[Na+]. (2) Given the product [NH2:7][C:8]([CH2:16][N:17]1[C:25]2[C:20](=[CH:21][C:22]([C:26]3[N:30]=[C:29]([C:31]4[CH:36]=[CH:35][C:34]([O:37][CH:38]([CH3:39])[CH3:40])=[C:33]([Cl:41])[CH:32]=4)[O:28][N:27]=3)=[CH:23][CH:24]=2)[CH2:19][CH2:18]1)([CH2:9][OH:10])[CH2:13][OH:12], predict the reactants needed to synthesize it. The reactants are: C(OC(=O)[NH:7][C:8]1([CH2:16][N:17]2[C:25]3[C:20](=[CH:21][C:22]([C:26]4[N:30]=[C:29]([C:31]5[CH:36]=[CH:35][C:34]([O:37][CH:38]([CH3:40])[CH3:39])=[C:33]([Cl:41])[CH:32]=5)[O:28][N:27]=4)=[CH:23][CH:24]=3)[CH2:19][CH2:18]2)[CH2:13][O:12]C(C)(C)[O:10][CH2:9]1)(C)(C)C.C(OC1C=C(C2ON=C(C3C=CC=C4C=3CCN4CC3(NC(=O)OC(C)(C)C)COC(C)(C)OC3)N=2)C=CC=1OCC)C. (3) Given the product [CH3:24][O:25][C:26]1[CH:31]=[C:30]([C:2]2[CH:10]=[CH:9][CH:8]=[C:4]([C:5]([NH2:7])=[O:6])[CH:3]=2)[CH:29]=[CH:28][CH:27]=1, predict the reactants needed to synthesize it. The reactants are: Br[C:2]1[CH:3]=[C:4]([CH:8]=[CH:9][CH:10]=1)[C:5]([NH2:7])=[O:6].C1(C)C=CC=CC=1.C([O-])([O-])=O.[Na+].[Na+].[CH3:24][O:25][C:26]1[CH:27]=[C:28](B(O)O)[CH:29]=[CH:30][CH:31]=1. (4) Given the product [CH:33]1([CH2:32][N:17]([CH2:16][C:14]2[S:15][C:11]([C:7]3[CH:8]=[CH:9][CH:10]=[C:5]([S:2]([CH3:1])(=[O:3])=[O:4])[CH:6]=3)=[CH:12][CH:13]=2)[S:18]([C:21]2[CH:26]=[CH:25][CH:24]=[CH:23][C:22]=2[C:27]([F:30])([F:28])[F:29])(=[O:20])=[O:19])[CH2:35][CH2:34]1, predict the reactants needed to synthesize it. The reactants are: [CH3:1][S:2]([C:5]1[CH:6]=[C:7]([C:11]2[S:15][C:14]([CH2:16][NH:17][S:18]([C:21]3[CH:26]=[CH:25][CH:24]=[CH:23][C:22]=3[C:27]([F:30])([F:29])[F:28])(=[O:20])=[O:19])=[CH:13][CH:12]=2)[CH:8]=[CH:9][CH:10]=1)(=[O:4])=[O:3].Br[CH2:32][CH:33]1[CH2:35][CH2:34]1.C(=O)([O-])[O-].[Cs+].[Cs+]. (5) Given the product [CH3:31][C:2]1([CH3:1])[CH2:7][CH:6]([C:8]2[C:16]3[C:11](=[C:12]([C:26]([NH2:28])=[O:27])[CH:13]=[C:14]([C:33]4[S:37][C:36]([CH2:38][N:39]5[CH2:43][CH2:42][CH2:41][CH2:40]5)=[CH:35][CH:34]=4)[CH:15]=3)[NH:10][CH:9]=2)[CH2:5][CH2:4][S:3]1(=[O:29])=[O:30], predict the reactants needed to synthesize it. The reactants are: [CH3:1][C:2]1([CH3:31])[CH2:7][CH:6]([C:8]2[C:16]3[C:11](=[C:12]([C:26]([NH2:28])=[O:27])[CH:13]=[C:14](B4OC(C)(C)C(C)(C)O4)[CH:15]=3)[NH:10][CH:9]=2)[CH2:5][CH2:4][S:3]1(=[O:30])=[O:29].Br[C:33]1[S:37][C:36]([CH2:38][N:39]2[CH2:43][CH2:42][CH2:41][CH2:40]2)=[CH:35][CH:34]=1.C(=O)([O-])[O-].[K+].[K+]. (6) Given the product [CH2:38]([O:40][C:41]([N:43]1[CH2:44][CH2:45][CH:46]([NH:49][C:21]2[N:20]=[C:19]([O:18][C:11]3[C:12]4[C:17](=[CH:16][CH:15]=[CH:14][CH:13]=4)[C:8]([NH:7][C:5](=[O:6])[C:4]4[CH:29]=[C:30]([N:32]5[CH2:37][CH2:36][O:35][CH2:34][CH2:33]5)[CH:31]=[C:2]([F:1])[CH:3]=4)=[CH:9][CH:10]=3)[CH:24]=[CH:23][N:22]=2)[CH2:47][CH2:48]1)=[O:42])[CH3:39], predict the reactants needed to synthesize it. The reactants are: [F:1][C:2]1[CH:3]=[C:4]([CH:29]=[C:30]([N:32]2[CH2:37][CH2:36][O:35][CH2:34][CH2:33]2)[CH:31]=1)[C:5]([NH:7][C:8]1[C:17]2[C:12](=[CH:13][CH:14]=[CH:15][CH:16]=2)[C:11]([O:18][C:19]2[CH:24]=[CH:23][N:22]=[C:21](S(C)(=O)=O)[N:20]=2)=[CH:10][CH:9]=1)=[O:6].[CH2:38]([O:40][C:41]([N:43]1[CH2:48][CH2:47][CH:46]([NH2:49])[CH2:45][CH2:44]1)=[O:42])[CH3:39]. (7) Given the product [Cl:23][C:24]1[C:25]([C:33]([F:34])([F:35])[F:36])=[C:26]([CH:27]=[CH:28][CH:29]=1)[CH2:30][CH2:31][NH:32][C:11]1[N:10]=[C:9]([NH:8][C@@H:5]2[CH2:6][CH2:7][C@H:2]([OH:1])[C:3]([CH3:22])([CH3:21])[CH2:4]2)[C:14]([C:15]#[N:16])=[CH:13][N:12]=1, predict the reactants needed to synthesize it. The reactants are: [OH:1][C@H:2]1[CH2:7][CH2:6][C@@H:5]([NH:8][C:9]2[C:14]([C:15]#[N:16])=[CH:13][N:12]=[C:11](S(C)(=O)=O)[N:10]=2)[CH2:4][C:3]1([CH3:22])[CH3:21].[Cl:23][C:24]1[C:25]([C:33]([F:36])([F:35])[F:34])=[C:26]([CH2:30][CH2:31][NH2:32])[CH:27]=[CH:28][CH:29]=1.CCN(C(C)C)C(C)C. (8) Given the product [OH:41][NH:40][C:38]([C:32]1([S:29]([C:26]2[CH:27]=[CH:28][C:23]([O:22][CH2:21][CH2:20][CH2:19][CH2:18][C:17]([C:5]3[CH:10]=[CH:9][C:8]([O:11][CH3:12])=[CH:7][CH:6]=3)=[O:48])=[CH:24][CH:25]=2)(=[O:30])=[O:31])[CH2:33][CH2:34][O:35][CH2:36][CH2:37]1)=[O:39], predict the reactants needed to synthesize it. The reactants are: [Mg].II.Br[C:5]1[CH:10]=[CH:9][C:8]([O:11][CH3:12])=[CH:7][CH:6]=1.COCN[C:17](=[O:48])[CH2:18][CH2:19][CH2:20][CH2:21][O:22][C:23]1[CH:28]=[CH:27][C:26]([S:29]([C:32]2([C:38]([NH:40][O:41]C3CCCCO3)=[O:39])[CH2:37][CH2:36][O:35][CH2:34][CH2:33]2)(=[O:31])=[O:30])=[CH:25][CH:24]=1. (9) Given the product [Cl:25][C:4]1[C:5]([C:8]2([CH2:11][NH:12][C:13](=[O:24])[C:14]3[CH:19]=[CH:18][CH:17]=[CH:16][C:15]=3[C:20]([F:23])([F:22])[F:21])[CH2:10][CH2:9]2)=[N:6][CH:7]=[C:2]([CH:26]2[CH2:28][CH2:27]2)[CH:3]=1, predict the reactants needed to synthesize it. The reactants are: Br[C:2]1[CH:3]=[C:4]([Cl:25])[C:5]([C:8]2([CH2:11][NH:12][C:13](=[O:24])[C:14]3[CH:19]=[CH:18][CH:17]=[CH:16][C:15]=3[C:20]([F:23])([F:22])[F:21])[CH2:10][CH2:9]2)=[N:6][CH:7]=1.[CH:26]1([B-](F)(F)F)[CH2:28][CH2:27]1.[K+].C(=O)([O-])[O-].[Cs+].[Cs+].